From a dataset of Reaction yield outcomes from USPTO patents with 853,638 reactions. Predict the reaction yield, written as a fraction of the theoretical maximum amount of product (1.0 means a 100% yield; for example, 0.34 means a 34% yield). (1) The reactants are Br[C:2]1[CH:3]=[C:4]([CH3:15])[C:5]([N:10]2[CH:14]=[N:13][CH:12]=[N:11]2)=[C:6]([CH:9]=1)[C:7]#[N:8].C(=O)([O-])[O-].[K+].[K+].[C:22]1(P(C2C=CC=CC=2)C2C=CC=CC=2)C=CC=C[CH:23]=1. The catalyst is C1(C)C=CC=CC=1. The product is [CH3:15][C:4]1[C:5]([N:10]2[CH:14]=[N:13][CH:12]=[N:11]2)=[C:6]([CH:9]=[C:2]([CH:22]=[CH2:23])[CH:3]=1)[C:7]#[N:8]. The yield is 0.520. (2) The reactants are C([SiH2][O:6][C:7](C)(C)[C:8]1[CH:9]=[CH:10][C:11]([NH:14][C:15]2[N:16]=[CH:17][C:18]3[CH:23]=[C:22]([C:24]#[N:25])[N:21]([CH:26]4[CH2:30][CH2:29][CH2:28][CH2:27]4)[C:19]=3[N:20]=2)=[N:12][CH:13]=1)(C)(C)C.N1C=CC=CC=1.C([O-])(O)=O.[Na+]. The catalyst is C1COCC1.C(OCC)(=O)C. The product is [CH:26]1([N:21]2[C:19]3[N:20]=[C:15]([NH:14][C:11]4[CH:10]=[CH:9][C:8]([CH2:7][OH:6])=[CH:13][N:12]=4)[N:16]=[CH:17][C:18]=3[CH:23]=[C:22]2[C:24]#[N:25])[CH2:27][CH2:28][CH2:29][CH2:30]1. The yield is 0.530.